From a dataset of Peptide-MHC class II binding affinity with 134,281 pairs from IEDB. Regression. Given a peptide amino acid sequence and an MHC pseudo amino acid sequence, predict their binding affinity value. This is MHC class II binding data. (1) The peptide sequence is KATLECQVQTAVDFG. The MHC is DRB1_0901 with pseudo-sequence DRB1_0901. The binding affinity (normalized) is 0.227. (2) The peptide sequence is STVLGFAALAAAAAF. The MHC is DRB4_0101 with pseudo-sequence DRB4_0103. The binding affinity (normalized) is 0.574.